Dataset: Forward reaction prediction with 1.9M reactions from USPTO patents (1976-2016). Task: Predict the product of the given reaction. (1) Given the reactants [NH2:1][CH2:2][CH2:3][CH2:4][CH2:5][CH2:6][CH2:7][CH2:8][CH2:9][CH2:10][CH2:11][CH2:12][C:13]([O:15][CH3:16])=[O:14].[C:17]([C:20]1[CH:21]=[C:22]([B:29]([OH:31])[OH:30])[CH:23]=[C:24]([N+:26]([O-:28])=[O:27])[CH:25]=1)(O)=[O:18].CN(C(ON1N=NC2C=CC=CC1=2)=[N+](C)C)C.[B-](F)(F)(F)F.CO, predict the reaction product. The product is: [CH3:16][O:15][C:13](=[O:14])[CH2:12][CH2:11][CH2:10][CH2:9][CH2:8][CH2:7][CH2:6][CH2:5][CH2:4][CH2:3][CH2:2][NH:1][C:17]([C:20]1[CH:21]=[C:22]([B:29]([OH:31])[OH:30])[CH:23]=[C:24]([N+:26]([O-:28])=[O:27])[CH:25]=1)=[O:18]. (2) Given the reactants [NH2:1][C:2]1[CH:3]=[C:4]([N:8]2[C:17]3[CH:16]=[CH:15][C:14]4[CH2:18][CH2:19][CH2:20][CH2:21][C:13]=4[C:12]=3[NH:11][C:10](=[O:22])[C:9]2=[O:23])[CH:5]=[CH:6][CH:7]=1.[C:24]1([S:34](Cl)(=[O:36])=[O:35])[C:33]2[C:28](=[CH:29][CH:30]=[CH:31][CH:32]=2)[CH:27]=[CH:26][CH:25]=1, predict the reaction product. The product is: [O:22]=[C:10]1[NH:11][C:12]2[C:13]3[CH2:21][CH2:20][CH2:19][CH2:18][C:14]=3[CH:15]=[CH:16][C:17]=2[N:8]([C:4]2[CH:3]=[C:2]([NH:1][S:34]([C:24]3[C:33]4[C:28](=[CH:29][CH:30]=[CH:31][CH:32]=4)[CH:27]=[CH:26][CH:25]=3)(=[O:36])=[O:35])[CH:7]=[CH:6][CH:5]=2)[C:9]1=[O:23]. (3) The product is: [NH2:18][C:9]1[CH:10]=[C:11]([S:14]([NH2:17])(=[O:15])=[O:16])[CH:12]=[CH:13][C:8]=1[NH:7][CH:1]1[CH2:2][CH2:3][CH2:4][CH2:5][CH2:6]1. Given the reactants [CH:1]1([NH:7][C:8]2[CH:13]=[CH:12][C:11]([S:14]([NH2:17])(=[O:16])=[O:15])=[CH:10][C:9]=2[N+:18]([O-])=O)[CH2:6][CH2:5][CH2:4][CH2:3][CH2:2]1, predict the reaction product. (4) Given the reactants Br[C:2]1[C:3]2[N:4]([N:8]=[C:9]([Cl:11])[N:10]=2)[CH:5]=[CH:6][CH:7]=1.[NH2:12][CH2:13][C:14]1[CH:15]=[C:16]([N:20]([CH3:25])[S:21]([CH3:24])(=[O:23])=[O:22])[CH:17]=[CH:18][CH:19]=1, predict the reaction product. The product is: [Cl:11][C:9]1[N:10]=[C:3]2[C:2]([NH:12][CH2:13][C:14]3[CH:15]=[C:16]([N:20]([CH3:25])[S:21]([CH3:24])(=[O:23])=[O:22])[CH:17]=[CH:18][CH:19]=3)=[CH:7][CH:6]=[CH:5][N:4]2[N:8]=1. (5) Given the reactants FC(F)(F)S(O[C:7]1[CH:8]=[C:9]([C:13]23[CH2:20][CH2:19][C:16]([CH2:21][CH2:22][O:23][CH2:24][C:25]([O:27][C:28]([CH3:31])([CH3:30])[CH3:29])=[O:26])([CH2:17][CH2:18]2)[CH2:15][O:14]3)[CH:10]=[CH:11][CH:12]=1)(=O)=O.[C:34]1([SH:40])[CH:39]=[CH:38][CH:37]=[CH:36][CH:35]=1.CC1(C)C2C(=C(P(C3C=CC=CC=3)C3C=CC=CC=3)C=CC=2)OC2C(P(C3C=CC=CC=3)C3C=CC=CC=3)=CC=CC1=2.CCN(C(C)C)C(C)C, predict the reaction product. The product is: [C:34]1([S:40][C:7]2[CH:8]=[C:9]([C:13]34[CH2:20][CH2:19][C:16]([CH2:21][CH2:22][O:23][CH2:24][C:25]([O:27][C:28]([CH3:30])([CH3:31])[CH3:29])=[O:26])([CH2:17][CH2:18]3)[CH2:15][O:14]4)[CH:10]=[CH:11][CH:12]=2)[CH:39]=[CH:38][CH:37]=[CH:36][CH:35]=1.